Dataset: NCI-60 drug combinations with 297,098 pairs across 59 cell lines. Task: Regression. Given two drug SMILES strings and cell line genomic features, predict the synergy score measuring deviation from expected non-interaction effect. (1) Drug 1: C1C(C(OC1N2C=C(C(=O)NC2=O)F)CO)O. Drug 2: C1CC(=O)NC(=O)C1N2C(=O)C3=CC=CC=C3C2=O. Cell line: SK-MEL-5. Synergy scores: CSS=0.509, Synergy_ZIP=-1.86, Synergy_Bliss=1.64, Synergy_Loewe=-11.2, Synergy_HSA=-1.21. (2) Synergy scores: CSS=43.6, Synergy_ZIP=-2.80, Synergy_Bliss=0.947, Synergy_Loewe=2.59, Synergy_HSA=5.53. Drug 1: C1=CC(=C2C(=C1NCCNCCO)C(=O)C3=C(C=CC(=C3C2=O)O)O)NCCNCCO. Drug 2: CC1=C(C(=CC=C1)Cl)NC(=O)C2=CN=C(S2)NC3=CC(=NC(=N3)C)N4CCN(CC4)CCO. Cell line: MDA-MB-231. (3) Drug 1: C1C(C(OC1N2C=NC3=C(N=C(N=C32)Cl)N)CO)O. Drug 2: CCN(CC)CCCC(C)NC1=C2C=C(C=CC2=NC3=C1C=CC(=C3)Cl)OC. Cell line: A549. Synergy scores: CSS=21.5, Synergy_ZIP=-2.23, Synergy_Bliss=-3.19, Synergy_Loewe=-7.84, Synergy_HSA=-2.79. (4) Drug 1: C1CC(=O)NC(=O)C1N2CC3=C(C2=O)C=CC=C3N. Drug 2: CC12CCC3C(C1CCC2=O)CC(=C)C4=CC(=O)C=CC34C. Cell line: HCC-2998. Synergy scores: CSS=47.1, Synergy_ZIP=2.89, Synergy_Bliss=1.13, Synergy_Loewe=-26.4, Synergy_HSA=0.868. (5) Drug 1: CN(C)C1=NC(=NC(=N1)N(C)C)N(C)C. Drug 2: C1=CN(C(=O)N=C1N)C2C(C(C(O2)CO)O)O.Cl. Cell line: NCI-H322M. Synergy scores: CSS=6.96, Synergy_ZIP=-1.43, Synergy_Bliss=1.66, Synergy_Loewe=-10.1, Synergy_HSA=-0.436. (6) Drug 1: C1=CC(=CC=C1CC(C(=O)O)N)N(CCCl)CCCl.Cl. Drug 2: CC1=C2C(C(=O)C3(C(CC4C(C3C(C(C2(C)C)(CC1OC(=O)C(C(C5=CC=CC=C5)NC(=O)OC(C)(C)C)O)O)OC(=O)C6=CC=CC=C6)(CO4)OC(=O)C)O)C)O. Cell line: A498. Synergy scores: CSS=14.6, Synergy_ZIP=-2.21, Synergy_Bliss=-1.25, Synergy_Loewe=-16.3, Synergy_HSA=-3.53. (7) Drug 1: C1=NC2=C(N=C(N=C2N1C3C(C(C(O3)CO)O)O)F)N. Drug 2: CCN(CC)CCNC(=O)C1=C(NC(=C1C)C=C2C3=C(C=CC(=C3)F)NC2=O)C. Cell line: DU-145. Synergy scores: CSS=-0.256, Synergy_ZIP=-2.44, Synergy_Bliss=-3.75, Synergy_Loewe=-7.83, Synergy_HSA=-4.61.